Dataset: Forward reaction prediction with 1.9M reactions from USPTO patents (1976-2016). Task: Predict the product of the given reaction. (1) Given the reactants Br[C:2]1[CH:3]=[C:4]([C:14]([NH:16][CH2:17][C:18]2[C:19](=[O:28])[NH:20][C:21]([CH3:27])=[CH:22][C:23]=2[CH2:24][CH2:25][CH3:26])=[O:15])[C:5]2[CH:6]=[N:7][N:8]([CH:11]([CH3:13])[CH3:12])[C:9]=2[CH:10]=1.[CH3:29][O:30][C:31]1[N:36]=[CH:35][C:34](B(O)O)=[CH:33][CH:32]=1, predict the reaction product. The product is: [CH3:12][CH:11]([N:8]1[C:9]2[CH:10]=[C:2]([C:34]3[CH:35]=[N:36][C:31]([O:30][CH3:29])=[CH:32][CH:33]=3)[CH:3]=[C:4]([C:14]([NH:16][CH2:17][C:18]3[C:19](=[O:28])[NH:20][C:21]([CH3:27])=[CH:22][C:23]=3[CH2:24][CH2:25][CH3:26])=[O:15])[C:5]=2[CH:6]=[N:7]1)[CH3:13]. (2) Given the reactants C(C[O:5][C:6](=[O:14])[C:7]1[CH:12]=[CH:11][CH:10]=[CH:9][C:8]=1[OH:13])(O)=O.C(N([CH2:20][CH3:21])CC)C.[OH2:22], predict the reaction product. The product is: [CH3:21][C:20]([O:13][C:8]1[CH:9]=[CH:10][CH:11]=[CH:12][C:7]=1[C:6]([OH:5])=[O:14])=[O:22]. (3) Given the reactants [H-].[Na+].[C:3]([CH2:5][C:6]([O:8][C:9]([CH3:12])([CH3:11])[CH3:10])=[O:7])#[N:4].Br[C:14]1[N:19]=[CH:18][C:17]([N:20]2[C:29]3[N:30]4[CH:36]=[CH:35][CH:34]=[CH:33][C:31]4=[N:32][C:28]=3[C:27]3[C:22](=[CH:23][CH:24]=[CH:25][CH:26]=3)[C:21]2=[O:37])=[CH:16][CH:15]=1, predict the reaction product. The product is: [O:37]=[C:21]1[C:22]2[C:27](=[CH:26][CH:25]=[CH:24][CH:23]=2)[C:28]2[N:32]=[C:31]3[CH:33]=[CH:34][CH:35]=[CH:36][N:30]3[C:29]=2[N:20]1[C:17]1[CH:16]=[CH:15][C:14]([CH:5]([C:3]#[N:4])[C:6]([O:8][C:9]([CH3:12])([CH3:11])[CH3:10])=[O:7])=[N:19][CH:18]=1. (4) Given the reactants [CH3:1][C:2]1[C:6]2[C:7](=[O:20])[N:8]([CH2:12][CH2:13][N:14]3[CH2:19][CH2:18][CH2:17][CH2:16][CH2:15]3)[CH2:9][CH2:10][CH2:11][C:5]=2[NH:4][C:3]=1[CH:21]=O.[CH3:23][O:24][C:25]1[CH:30]=[CH:29][C:28]([C:31]2[CH:32]=[C:33]3[C:37](=[CH:38][CH:39]=2)[NH:36][C:35](=[O:40])[CH2:34]3)=[CH:27][CH:26]=1, predict the reaction product. The product is: [CH3:23][O:24][C:25]1[CH:30]=[CH:29][C:28]([C:31]2[CH:32]=[C:33]3[C:37](=[CH:38][CH:39]=2)[NH:36][C:35](=[O:40])[C:34]3=[CH:21][C:3]2[NH:4][C:5]3[CH2:11][CH2:10][CH2:9][N:8]([CH2:12][CH2:13][N:14]4[CH2:15][CH2:16][CH2:17][CH2:18][CH2:19]4)[C:7](=[O:20])[C:6]=3[C:2]=2[CH3:1])=[CH:27][CH:26]=1.